This data is from Reaction yield outcomes from USPTO patents with 853,638 reactions. The task is: Predict the reaction yield, written as a fraction of the theoretical maximum amount of product (1.0 means a 100% yield; for example, 0.34 means a 34% yield). (1) The reactants are [CH3:1][C:2]([CH3:29])([CH3:28])[CH2:3][O:4][C:5]1([C:8]2[CH:13]=[CH:12][C:11]([C:14]#[C:15][C:16]3[CH:26]=[CH:25][C:19]([C:20]([O:22]CC)=[O:21])=[CH:18][CH:17]=3)=[CH:10][C:9]=2[CH3:27])[CH2:7][CH2:6]1.[OH-].[Na+]. The catalyst is C(O)C.O1CCCC1. The product is [CH3:1][C:2]([CH3:29])([CH3:28])[CH2:3][O:4][C:5]1([C:8]2[CH:13]=[CH:12][C:11]([C:14]#[C:15][C:16]3[CH:17]=[CH:18][C:19]([C:20]([OH:22])=[O:21])=[CH:25][CH:26]=3)=[CH:10][C:9]=2[CH3:27])[CH2:7][CH2:6]1. The yield is 0.430. (2) The reactants are Cl[C:2]1[C:7]([F:8])=[CH:6][C:5]([C@H:9]2[CH2:13][O:12][C:11]([CH3:15])([CH3:14])[O:10]2)=[CH:4][N:3]=1.[CH3:16][C@H:17]1[CH2:22][NH:21][CH2:20][CH2:19][N:18]1[C:23]([O:25][C:26]([CH3:29])([CH3:28])[CH3:27])=[O:24].CC(C)([O-])C.[Na+].C1(P(C2CCCCC2)C2C=CC=CC=2C2C(C(C)C)=CC(C(C)C)=CC=2C(C)C)CCCCC1. The catalyst is C1(C)C=CC=CC=1.C1C=CC(/C=C/C(/C=C/C2C=CC=CC=2)=O)=CC=1.C1C=CC(/C=C/C(/C=C/C2C=CC=CC=2)=O)=CC=1.C1C=CC(/C=C/C(/C=C/C2C=CC=CC=2)=O)=CC=1.[Pd].[Pd].CCOC(C)=O.O. The product is [C:26]([O:25][C:23]([N:18]1[CH2:19][CH2:20][N:21]([C:2]2[C:7]([F:8])=[CH:6][C:5]([C@H:9]3[CH2:13][O:12][C:11]([CH3:15])([CH3:14])[O:10]3)=[CH:4][N:3]=2)[CH2:22][C@@H:17]1[CH3:16])=[O:24])([CH3:29])([CH3:27])[CH3:28]. The yield is 0.630. (3) The reactants are C(=O)(OCC)[O:2][C:3]1[CH:8]=[C:7]([N+:9]([O-:11])=[O:10])[C:6]([CH3:12])=[CH:5][C:4]=1[CH:13]1[CH:20]2[CH2:21][CH:16]3[CH2:17][CH:18]([CH2:22][CH:14]1[CH2:15]3)[CH2:19]2.N1CCCCC1. The catalyst is C(Cl)Cl. The product is [CH:14]12[CH2:15][CH:16]3[CH2:17][CH:18]([CH2:19][CH:20]([CH2:21]3)[CH:13]1[C:4]1[CH:5]=[C:6]([CH3:12])[C:7]([N+:9]([O-:11])=[O:10])=[CH:8][C:3]=1[OH:2])[CH2:22]2. The yield is 0.770.